Dataset: CYP2D6 inhibition data for predicting drug metabolism from PubChem BioAssay. Task: Regression/Classification. Given a drug SMILES string, predict its absorption, distribution, metabolism, or excretion properties. Task type varies by dataset: regression for continuous measurements (e.g., permeability, clearance, half-life) or binary classification for categorical outcomes (e.g., BBB penetration, CYP inhibition). Dataset: cyp2d6_veith. The result is 0 (non-inhibitor). The molecule is O=C(Nc1ccccc1)N1CC[C@@]2(CCCNC2)C1.